Regression. Given a peptide amino acid sequence and an MHC pseudo amino acid sequence, predict their binding affinity value. This is MHC class I binding data. From a dataset of Peptide-MHC class I binding affinity with 185,985 pairs from IEDB/IMGT. (1) The peptide sequence is KWMLISSELK. The MHC is HLA-A31:01 with pseudo-sequence HLA-A31:01. The binding affinity (normalized) is 0.552. (2) The peptide sequence is QMVTTTNPL. The MHC is HLA-A30:02 with pseudo-sequence HLA-A30:02. The binding affinity (normalized) is 0.0973. (3) The peptide sequence is ILLITAIFAV. The MHC is HLA-A02:01 with pseudo-sequence HLA-A02:01. The binding affinity (normalized) is 0.652.